This data is from NCI-60 drug combinations with 297,098 pairs across 59 cell lines. The task is: Regression. Given two drug SMILES strings and cell line genomic features, predict the synergy score measuring deviation from expected non-interaction effect. (1) Drug 1: CC1=C(C(CCC1)(C)C)C=CC(=CC=CC(=CC(=O)O)C)C. Drug 2: CN1C(=O)N2C=NC(=C2N=N1)C(=O)N. Cell line: RPMI-8226. Synergy scores: CSS=43.0, Synergy_ZIP=-1.76, Synergy_Bliss=-5.16, Synergy_Loewe=-35.6, Synergy_HSA=-6.47. (2) Drug 1: COC1=C(C=C2C(=C1)N=CN=C2NC3=CC(=C(C=C3)F)Cl)OCCCN4CCOCC4. Drug 2: C1=CC(=CC=C1C#N)C(C2=CC=C(C=C2)C#N)N3C=NC=N3. Cell line: K-562. Synergy scores: CSS=14.7, Synergy_ZIP=4.00, Synergy_Bliss=4.18, Synergy_Loewe=-0.568, Synergy_HSA=5.13.